The task is: Predict which catalyst facilitates the given reaction.. This data is from Catalyst prediction with 721,799 reactions and 888 catalyst types from USPTO. (1) Reactant: C1(C)C=CC=CC=1.[CH2:8]([NH:10][CH2:11][CH3:12])[CH3:9].[CH2:13]([O:15][Si:16](OCC)([O:20][CH2:21][CH3:22])[O:17][CH2:18][CH3:19])[CH3:14].C(OCl)C.[Mg]. Product: [CH2:8]([N:10]([Si:16]([O:20][CH2:21][CH3:22])([O:17][CH2:18][CH3:19])[O:15][CH2:13][CH3:14])[CH2:11][CH3:12])[CH3:9]. The catalyst class is: 7. (2) Reactant: CCN(CC)CC.[CH:8]1([C:11](Cl)=[O:12])[CH2:10][CH2:9]1.[NH2:14][C:15]1[CH:20]=[CH:19][C:18]([B:21]2[O:29][C:26]([CH3:28])([CH3:27])[C:23]([CH3:25])([CH3:24])[O:22]2)=[CH:17][CH:16]=1. Product: [CH3:27][C:26]1([CH3:28])[C:23]([CH3:24])([CH3:25])[O:22][B:21]([C:18]2[CH:19]=[CH:20][C:15]([NH:14][C:11]([CH:8]3[CH2:10][CH2:9]3)=[O:12])=[CH:16][CH:17]=2)[O:29]1. The catalyst class is: 2. (3) Reactant: C(NC(C)C)(C)C.[Li]CCCC.[Br:13][C:14]1[CH:15]=[N:16][CH:17]=[C:18]([Br:20])[CH:19]=1.[CH:21](=[O:23])[CH3:22]. Product: [Br:13][C:14]1[CH:15]=[N:16][CH:17]=[C:18]([Br:20])[C:19]=1[CH:21]([OH:23])[CH3:22]. The catalyst class is: 1. (4) Reactant: CC1CCCN(C)C1(C)C.C([Li])CCC.[Al](Cl)(CC)CC.[C:22]([Si:26]([CH3:45])([CH3:44])[O:27][C@@H:28]1[CH2:34][C@@H:33]([O:35][Si:36]([CH2:41][CH3:42])([CH2:39][CH3:40])[CH2:37][CH3:38])[CH2:32][C@H:31]2[C@:29]1([CH3:43])[O:30]2)([CH3:25])([CH3:24])[CH3:23]. Product: [Si:26]([O:27][C@@H:28]1[CH2:34][C@@H:33]([O:35][Si:36]([CH2:37][CH3:38])([CH2:41][CH3:42])[CH2:39][CH3:40])[CH2:32][C@H:31]([OH:30])[C:29]1=[CH2:43])([C:22]([CH3:24])([CH3:25])[CH3:23])([CH3:44])[CH3:45]. The catalyst class is: 48. (5) Reactant: [CH:1]1([C:7]2[C:8]3[S:24][C:23]([C:25]([O:27]C)=[O:26])=[CH:22][C:9]=3[N:10]([CH2:18][C:19](O)=[O:20])[C:11]=2[C:12]2[CH:17]=[CH:16][CH:15]=[CH:14][CH:13]=2)[CH2:6][CH2:5][CH2:4][CH2:3][CH2:2]1.[NH:29]1[CH2:34][CH2:33][O:32][CH2:31][CH2:30]1.CCN(C(C)C)C(C)C.CN(C(ON1N=NC2C=CC=NC1=2)=[N+](C)C)C.F[P-](F)(F)(F)(F)F.B(Br)(Br)Br. Product: [CH:1]1([C:7]2[C:8]3[S:24][C:23]([C:25]([OH:27])=[O:26])=[CH:22][C:9]=3[N:10]([CH2:18][C:19]([N:29]3[CH2:34][CH2:33][O:32][CH2:31][CH2:30]3)=[O:20])[C:11]=2[C:12]2[CH:13]=[CH:14][CH:15]=[CH:16][CH:17]=2)[CH2:6][CH2:5][CH2:4][CH2:3][CH2:2]1. The catalyst class is: 85. (6) Reactant: [F:1][C:2]([F:32])([F:31])[CH2:3][CH2:4][C@H:5]([NH:9][C@@H:10]([C:15]1[CH:20]=[CH:19][C:18]([C:21]2[CH:26]=[CH:25][C:24]([S:27]([CH3:30])(=[O:29])=[O:28])=[CH:23][CH:22]=2)=[CH:17][CH:16]=1)[C:11]([F:14])([F:13])[F:12])[C:6](O)=[O:7].Cl.[NH2:34][CH2:35][C:36]#[N:37].CN(C(ON1N=NC2C=CC=NC1=2)=[N+](C)C)C.F[P-](F)(F)(F)(F)F.C(N(C(C)C)CC)(C)C. Product: [C:36]([CH2:35][NH:34][C:6](=[O:7])[C@@H:5]([NH:9][C@@H:10]([C:15]1[CH:20]=[CH:19][C:18]([C:21]2[CH:22]=[CH:23][C:24]([S:27]([CH3:30])(=[O:29])=[O:28])=[CH:25][CH:26]=2)=[CH:17][CH:16]=1)[C:11]([F:12])([F:14])[F:13])[CH2:4][CH2:3][C:2]([F:1])([F:32])[F:31])#[N:37]. The catalyst class is: 384. (7) Reactant: [CH3:1][O:2][CH2:3][CH2:4][O:5][C:6]1[C:11]([O:12][CH2:13][CH2:14][O:15][CH3:16])=[CH:10][CH:9]=[CH:8][C:7]=1[CH2:17]O.C(N(CC)CC)C.S(Cl)([Cl:28])=O. Product: [Cl:28][CH2:17][C:7]1[CH:8]=[CH:9][CH:10]=[C:11]([O:12][CH2:13][CH2:14][O:15][CH3:16])[C:6]=1[O:5][CH2:4][CH2:3][O:2][CH3:1]. The catalyst class is: 4. (8) Reactant: [C@@H:1]1([N:10]2[C:19]3[N:18]=[CH:17][N:16]=[C:14]([NH2:15])[C:13]=3[N:12]=[CH:11]2)[O:9][C@H:6]([CH2:7][OH:8])[C@@H:4]([OH:5])[C@H:2]1[OH:3].[C:20](Cl)(=[O:27])[C:21]1[CH:26]=[CH:25][CH:24]=[CH:23][CH:22]=1. Product: [C:20]([CH:7]([OH:8])[C@@:6]1([C:20](=[O:27])[C:21]2[CH:26]=[CH:25][CH:24]=[CH:23][CH:22]=2)[O:9][C@@:1]([C:20](=[O:27])[C:21]2[CH:26]=[CH:25][CH:24]=[CH:23][CH:22]=2)([N:10]2[C:19]3[N:18]=[CH:17][N:16]=[C:14]([NH2:15])[C:13]=3[N:12]=[CH:11]2)[C@:2]([C:20](=[O:27])[C:21]2[CH:26]=[CH:25][CH:24]=[CH:23][CH:22]=2)([OH:3])[C@:4]1([C:20](=[O:27])[C:21]1[CH:26]=[CH:25][CH:24]=[CH:23][CH:22]=1)[OH:5])(=[O:27])[C:21]1[CH:26]=[CH:25][CH:24]=[CH:23][CH:22]=1. The catalyst class is: 17. (9) Reactant: C(OC([NH:8][C@H:9]([C:14]([NH:16][C@@H:17]1[C:23](=[O:24])[NH:22][C:21]2[CH:25]=[CH:26][CH:27]=[CH:28][C:20]=2[O:19][C@@H:18]1[C:29]1[CH:34]=[CH:33][CH:32]=[CH:31][CH:30]=1)=[O:15])[CH2:10][CH:11]([CH3:13])[CH3:12])=O)(C)(C)C.FC(F)(F)C(O)=O. Product: [O:24]=[C:23]1[NH:22][C:21]2[CH:25]=[CH:26][CH:27]=[CH:28][C:20]=2[O:19][C@H:18]([C:29]2[CH:34]=[CH:33][CH:32]=[CH:31][CH:30]=2)[C@@H:17]1[NH:16][C:14](=[O:15])[C@H:9]([CH2:10][CH:11]([CH3:12])[CH3:13])[NH2:8]. The catalyst class is: 2. (10) Reactant: [Cl:1][C:2]1[CH:3]=[C:4]([C:8]2[N:9]=[C:10]([NH:16][C:17]3[CH:22]=[C:21]([CH2:23][N:24]([CH3:34])[CH2:25][CH2:26][CH2:27][N:28]4[CH2:33][CH2:32][O:31][CH2:30][CH2:29]4)[CH:20]=[CH:19][C:18]=3[N+:35]([O-])=O)[S:11][C:12]=2[C:13]([NH2:15])=[O:14])[CH:5]=[CH:6][CH:7]=1.O1CCC[CH2:39]1.[Cl-].[NH4+].C(OCC)(OCC)OCC. Product: [OH-:14].[Cl:1][C:2]1[CH:3]=[C:4]([C:8]2[N:9]=[C:10]([N:16]3[C:17]4[CH:22]=[C:21]([CH2:23][N:24]([CH3:34])[CH2:25][CH2:26][CH2:27][N:28]5[CH2:33][CH2:32][O:31][CH2:30][CH2:29]5)[CH:20]=[CH:19][C:18]=4[N:35]=[CH:39]3)[S:11][C:12]=2[C:13]([NH2:15])=[O:14])[CH:5]=[CH:6][CH:7]=1. The catalyst class is: 763.